Dataset: Full USPTO retrosynthesis dataset with 1.9M reactions from patents (1976-2016). Task: Predict the reactants needed to synthesize the given product. (1) Given the product [N:30]([C@H:2]1[C:11]2[C:6](=[CH:7][C:8]([C:12]([O:14][CH3:15])=[O:13])=[CH:9][CH:10]=2)[O:5][CH2:4][CH2:3]1)=[N+:31]=[N-:32], predict the reactants needed to synthesize it. The reactants are: O[C@@H:2]1[C:11]2[C:6](=[CH:7][C:8]([C:12]([O:14][CH3:15])=[O:13])=[CH:9][CH:10]=2)[O:5][CH2:4][CH2:3]1.C1(P([N:30]=[N+:31]=[N-:32])(C2C=CC=CC=2)=O)C=CC=CC=1.N12CCCN=C1CCCCC2. (2) Given the product [C:1]([C:5]1[CH:10]=[CH:9][C:8]([CH:11]2[C:16]3=[N:17][S:18](=[O:21])(=[O:22])[CH2:19][CH2:20][N:15]3[CH2:14][CH2:13][CH2:12]2)=[CH:7][CH:6]=1)([CH3:4])([CH3:2])[CH3:3], predict the reactants needed to synthesize it. The reactants are: [C:1]([C:5]1[CH:10]=[CH:9][C:8]([C:11]2[C:16]3=[N:17][S:18](=[O:22])(=[O:21])[CH2:19][CH2:20][N:15]3[CH:14]=[CH:13][CH:12]=2)=[CH:7][CH:6]=1)([CH3:4])([CH3:3])[CH3:2]. (3) Given the product [F:42][CH:2]([F:1])[O:3][C:4]1[CH:5]=[C:6]2[C:10](=[CH:11][CH:12]=1)[N:9]([CH3:13])[N:8]=[C:7]2[C:14]1[N:15]=[C:16]2[C:22]([C:23]([NH:25][C:26]3([CH2:32][OH:33])[CH2:27][CH2:28][O:29][CH2:30][CH2:31]3)=[O:24])=[CH:21][NH:20][C:17]2=[N:18][CH:19]=1, predict the reactants needed to synthesize it. The reactants are: [F:1][CH:2]([F:42])[O:3][C:4]1[CH:5]=[C:6]2[C:10](=[CH:11][CH:12]=1)[N:9]([CH3:13])[N:8]=[C:7]2[C:14]1[N:15]=[C:16]2[C:22]([C:23]([NH:25][C:26]3([CH2:32][OH:33])[CH2:31][CH2:30][O:29][CH2:28][CH2:27]3)=[O:24])=[CH:21][N:20](COCC[Si](C)(C)C)[C:17]2=[N:18][CH:19]=1.[F-].[Cs+].C1OCCOCCOCCOCCOCCOC1. (4) Given the product [Cl:1][C:2]1[S:9][C:8]2[CH:7]=[C:6]([C:10]([NH:12][C@@H:13]3[CH2:21][C:20]4[C:15](=[CH:16][CH:17]=[CH:18][CH:19]=4)[C@H:14]3[N:22]([C:24](=[O:25])[C@H:26]([OH:27])[CH2:30][OH:29])[CH3:23])=[O:11])[NH:5][C:4]=2[C:3]=1[Cl:33], predict the reactants needed to synthesize it. The reactants are: [Cl:1][C:2]1[S:9][C:8]2[CH:7]=[C:6]([C:10]([NH:12][C@@H:13]3[CH2:21][C:20]4[C:15](=[CH:16][CH:17]=[CH:18][CH:19]=4)[C@H:14]3[N:22]([C:24]([C@H:26]3[CH2:30][O:29]C(C)(C)[O:27]3)=[O:25])[CH3:23])=[O:11])[NH:5][C:4]=2[C:3]=1[Cl:33].O. (5) Given the product [CH3:15][O:14][C:10]1[C:9]([N+:16]([O-:18])=[O:17])=[C:8]2[C:13]([CH:4]=[CH:5][NH:6][C:7]2=[O:19])=[CH:12][CH:11]=1, predict the reactants needed to synthesize it. The reactants are: C(O[CH:4](OCC)[CH2:5][NH:6][C:7](=[O:19])[C:8]1[CH:13]=[CH:12][CH:11]=[C:10]([O:14][CH3:15])[C:9]=1[N+:16]([O-:18])=[O:17])C.